From a dataset of Peptide-MHC class II binding affinity with 134,281 pairs from IEDB. Regression. Given a peptide amino acid sequence and an MHC pseudo amino acid sequence, predict their binding affinity value. This is MHC class II binding data. (1) The peptide sequence is EKKYFAATSFEPLAA. The MHC is HLA-DPA10103-DPB10401 with pseudo-sequence HLA-DPA10103-DPB10401. The binding affinity (normalized) is 1.00. (2) The peptide sequence is FFRNVVWLIKKNSTYPT. The MHC is HLA-DQA10301-DQB10302 with pseudo-sequence HLA-DQA10301-DQB10302. The binding affinity (normalized) is 0.